Dataset: Full USPTO retrosynthesis dataset with 1.9M reactions from patents (1976-2016). Task: Predict the reactants needed to synthesize the given product. (1) Given the product [Cl:7][C:8]1[CH:19]=[CH:18][C:17]([CH2:20][CH2:21][CH2:22][O:23][CH3:24])=[CH:16][C:9]=1[CH2:10][NH:12][CH:13]1[CH2:14][CH2:15]1, predict the reactants needed to synthesize it. The reactants are: [H-].[H-].[H-].[H-].[Li+].[Al+3].[Cl:7][C:8]1[CH:19]=[CH:18][C:17]([CH2:20][CH2:21][CH2:22][O:23][CH3:24])=[CH:16][C:9]=1[C:10]([NH:12][CH:13]1[CH2:15][CH2:14]1)=O. (2) Given the product [CH:22]1([N:1]2[CH2:2][CH2:3][CH:4]([O:7][C:8]3[N:9]=[CH:10][C:11]([C:14]4[CH:19]=[CH:18][C:17]([C:20]#[N:21])=[CH:16][CH:15]=4)=[CH:12][N:13]=3)[CH2:5][CH2:6]2)[CH2:26][CH2:25][CH2:24][CH2:23]1, predict the reactants needed to synthesize it. The reactants are: [NH:1]1[CH2:6][CH2:5][CH:4]([O:7][C:8]2[N:13]=[CH:12][C:11]([C:14]3[CH:19]=[CH:18][C:17]([C:20]#[N:21])=[CH:16][CH:15]=3)=[CH:10][N:9]=2)[CH2:3][CH2:2]1.[C:22]1(=O)[CH2:26][CH2:25][CH2:24][CH2:23]1. (3) Given the product [NH2:1][CH2:2][C@@H:3]1[C@H:8]([CH3:9])[CH2:7][CH2:6][CH2:5][N:4]1[C:10]([C:12]1[C:17]([N:35]2[N:39]=[CH:38][CH:37]=[N:36]2)=[CH:16][CH:15]=[CH:14][C:13]=1[CH3:19])=[O:11], predict the reactants needed to synthesize it. The reactants are: [NH2:1][CH2:2][C@@H:3]1[C@H:8]([CH3:9])[CH2:7][CH2:6][CH2:5][N:4]1[C:10]([C:12]1[CH:17]=[C:16](C)[CH:15]=[CH:14][C:13]=1[C:19]1C=NN(C)C=1)=[O:11].CC1C=CC=C([N:35]2[N:39]=[CH:38][CH:37]=[N:36]2)C=1C(O)=O. (4) Given the product [Br:15][C:9]1[CH:10]=[C:11]2[C:6](=[CH:7][CH:8]=1)[O:5][CH2:4][CH2:3][C:2]2([CH2:12][CH2:13][O:14][C:23](=[O:26])[CH3:24])[CH3:1], predict the reactants needed to synthesize it. The reactants are: [CH3:1][C:2]1([CH2:12][CH2:13][OH:14])[C:11]2[C:6](=[CH:7][CH:8]=[CH:9][CH:10]=2)[O:5][CH2:4][CH2:3]1.[Br:15]Br.C(=O)([O-])[O-].[K+].[K+].[C:23]([OH:26])(=O)[CH3:24]. (5) Given the product [C:6]([C:8]1[C:16]2[C:11](=[CH:12][CH:13]=[CH:14][CH:15]=2)[N:10]([C:17]2[C:26]3[C:21](=[CH:22][CH:23]=[C:24]([O:27][CH3:28])[CH:25]=3)[N:20]=[CH:19][CH:18]=2)[CH:9]=1)([OH:7])=[O:5], predict the reactants needed to synthesize it. The reactants are: O.[OH-].[Li+].C[O:5][C:6]([C:8]1[C:16]2[C:11](=[CH:12][CH:13]=[CH:14][CH:15]=2)[N:10]([C:17]2[C:26]3[C:21](=[CH:22][CH:23]=[C:24]([O:27][CH3:28])[CH:25]=3)[N:20]=[CH:19][CH:18]=2)[CH:9]=1)=[O:7]. (6) Given the product [OH:12][C:6]1[CH:7]=[C:8]([CH:11]=[C:4]([N+:1]([O-:3])=[O:2])[C:5]=1[OH:14])[CH:9]=[O:10], predict the reactants needed to synthesize it. The reactants are: [N+:1]([C:4]1[C:5]([OH:14])=[C:6]([O:12]C)[CH:7]=[C:8]([CH:11]=1)[CH:9]=[O:10])([O-:3])=[O:2].[Cl-].[Al+3].[Cl-].[Cl-].N1C=CC=CC=1.Cl.